This data is from Full USPTO retrosynthesis dataset with 1.9M reactions from patents (1976-2016). The task is: Predict the reactants needed to synthesize the given product. Given the product [F:19][C:16]1[CH:17]=[CH:18][C:13]([C:8]([C:5]2[CH:4]=[CH:3][C:2]([F:1])=[CH:7][CH:6]=2)([OH:12])[C:9]([NH:20][CH2:21][CH2:22][CH2:23][N:24]2[CH2:29][CH2:28][CH:27]([C:30]3[CH:31]=[C:32]([NH:36][C:37](=[O:41])[CH:38]([CH3:39])[CH3:40])[CH:33]=[N:34][CH:35]=3)[CH2:26][CH2:25]2)=[O:11])=[CH:14][CH:15]=1, predict the reactants needed to synthesize it. The reactants are: [F:1][C:2]1[CH:7]=[CH:6][C:5]([C:8]([C:13]2[CH:18]=[CH:17][C:16]([F:19])=[CH:15][CH:14]=2)([OH:12])[C:9]([OH:11])=O)=[CH:4][CH:3]=1.[NH2:20][CH2:21][CH2:22][CH2:23][N:24]1[CH2:29][CH2:28][CH:27]([C:30]2[CH:31]=[C:32]([NH:36][C:37](=[O:41])[CH:38]([CH3:40])[CH3:39])[CH:33]=[N:34][CH:35]=2)[CH2:26][CH2:25]1.